Predict the reaction yield, written as a fraction of the theoretical maximum amount of product (1.0 means a 100% yield; for example, 0.34 means a 34% yield). From a dataset of Reaction yield outcomes from USPTO patents with 853,638 reactions. (1) The reactants are C(OC(=O)NCC1C=CC(N2C3C(=CC(F)=CC=3)C=C2C2ON=C(C)N=2)=CC=1)(C)(C)C.ClCCl.FC(F)(F)C(O)=O.[F:42][C:43]1[CH:44]=[C:45]2[C:49](=[CH:50][CH:51]=1)[N:48]([C:52]1[CH:59]=[CH:58][C:55]([CH2:56][NH2:57])=[CH:54][CH:53]=1)[C:47]([C:60]1[O:64][N:63]=[C:62]([CH3:65])[N:61]=1)=[CH:46]2.[C:66]([O:70][C:71]([NH:73][C:74]1([C:77](O)=[O:78])[CH2:76][CH2:75]1)=[O:72])([CH3:69])([CH3:68])[CH3:67].C(Cl)CCl. No catalyst specified. The product is [C:66]([O:70][C:71](=[O:72])[NH:73][C:74]1([C:77](=[O:78])[NH:57][CH2:56][C:55]2[CH:54]=[CH:53][C:52]([N:48]3[C:49]4[C:45](=[CH:44][C:43]([F:42])=[CH:51][CH:50]=4)[CH:46]=[C:47]3[C:60]3[O:64][N:63]=[C:62]([CH3:65])[N:61]=3)=[CH:59][CH:58]=2)[CH2:75][CH2:76]1)([CH3:69])([CH3:67])[CH3:68]. The yield is 0.880. (2) The reactants are C([O:8][C:9]1[CH:14]=[CH:13][N:12]([CH2:15][CH:16]2[CH2:19][CH2:18][CH2:17]2)[C:11](=[O:20])[CH:10]=1)C1C=CC=CC=1.C([O-])=O.[NH4+]. The catalyst is O1CCCC1.[OH-].[OH-].[Pd+2]. The product is [CH:16]1([CH2:15][N:12]2[CH:13]=[CH:14][C:9]([OH:8])=[CH:10][C:11]2=[O:20])[CH2:17][CH2:18][CH2:19]1. The yield is 0.860. (3) The reactants are Br[C:2]1[CH:7]=[CH:6][CH:5]=[CH:4][C:3]=1[CH:8]([CH3:10])[CH3:9].C([Li])CCC.[CH2:16]=[O:17]. The catalyst is C1COCC1. The product is [CH:8]([C:3]1[CH:4]=[CH:5][CH:6]=[CH:7][C:2]=1[CH2:16][OH:17])([CH3:10])[CH3:9]. The yield is 0.590.